This data is from NCI-60 drug combinations with 297,098 pairs across 59 cell lines. The task is: Regression. Given two drug SMILES strings and cell line genomic features, predict the synergy score measuring deviation from expected non-interaction effect. (1) Drug 1: CC1=CC2C(CCC3(C2CCC3(C(=O)C)OC(=O)C)C)C4(C1=CC(=O)CC4)C. Drug 2: C1=NC(=NC(=O)N1C2C(C(C(O2)CO)O)O)N. Cell line: RXF 393. Synergy scores: CSS=12.6, Synergy_ZIP=-2.76, Synergy_Bliss=0.756, Synergy_Loewe=-55.2, Synergy_HSA=-3.15. (2) Drug 1: CCCCCOC(=O)NC1=NC(=O)N(C=C1F)C2C(C(C(O2)C)O)O. Cell line: RXF 393. Synergy scores: CSS=19.0, Synergy_ZIP=7.88, Synergy_Bliss=5.85, Synergy_Loewe=7.95, Synergy_HSA=6.69. Drug 2: C1=CC=C(C(=C1)C(C2=CC=C(C=C2)Cl)C(Cl)Cl)Cl. (3) Drug 1: CN(C)C1=NC(=NC(=N1)N(C)C)N(C)C. Drug 2: CC1=C(C=C(C=C1)NC(=O)C2=CC=C(C=C2)CN3CCN(CC3)C)NC4=NC=CC(=N4)C5=CN=CC=C5. Cell line: COLO 205. Synergy scores: CSS=-16.2, Synergy_ZIP=4.75, Synergy_Bliss=-3.43, Synergy_Loewe=-7.81, Synergy_HSA=-10.6. (4) Drug 1: C1=NC(=NC(=O)N1C2C(C(C(O2)CO)O)O)N. Drug 2: CN1C2=C(C=C(C=C2)N(CCCl)CCCl)N=C1CCCC(=O)O.Cl. Cell line: DU-145. Synergy scores: CSS=19.6, Synergy_ZIP=-5.43, Synergy_Bliss=-5.25, Synergy_Loewe=-24.0, Synergy_HSA=-6.32. (5) Drug 1: CNC(=O)C1=NC=CC(=C1)OC2=CC=C(C=C2)NC(=O)NC3=CC(=C(C=C3)Cl)C(F)(F)F. Drug 2: C1C(C(OC1N2C=NC3=C2NC=NCC3O)CO)O. Cell line: SN12C. Synergy scores: CSS=-8.42, Synergy_ZIP=5.54, Synergy_Bliss=0.480, Synergy_Loewe=-12.4, Synergy_HSA=-12.1. (6) Cell line: SN12C. Drug 1: CC12CCC(CC1=CCC3C2CCC4(C3CC=C4C5=CN=CC=C5)C)O. Synergy scores: CSS=4.50, Synergy_ZIP=-0.831, Synergy_Bliss=3.35, Synergy_Loewe=3.02, Synergy_HSA=3.15. Drug 2: CN(C)N=NC1=C(NC=N1)C(=O)N. (7) Drug 1: CNC(=O)C1=CC=CC=C1SC2=CC3=C(C=C2)C(=NN3)C=CC4=CC=CC=N4. Drug 2: C1=C(C(=O)NC(=O)N1)N(CCCl)CCCl. Cell line: DU-145. Synergy scores: CSS=19.4, Synergy_ZIP=3.49, Synergy_Bliss=6.09, Synergy_Loewe=3.41, Synergy_HSA=3.86.